This data is from Catalyst prediction with 721,799 reactions and 888 catalyst types from USPTO. The task is: Predict which catalyst facilitates the given reaction. Reactant: [NH2:1][CH2:2][C@@H:3]1[CH2:9][C@@H:8]2[C@@H:6]([CH2:7]2)[CH2:5][N:4]1[C:10]([O:12][C:13]([CH3:16])([CH3:15])[CH3:14])=[O:11].CCN(C(C)C)C(C)C.Cl[C:27]1[N:28]=[N:29][C:30]([C:33]([F:36])([F:35])[F:34])=[CH:31][CH:32]=1.C([O-])(O)=O.[Na+]. Product: [F:34][C:33]([F:36])([F:35])[C:30]1[N:29]=[N:28][C:27]([NH:1][CH2:2][C@@H:3]2[CH2:9][C@@H:8]3[C@@H:6]([CH2:7]3)[CH2:5][N:4]2[C:10]([O:12][C:13]([CH3:16])([CH3:15])[CH3:14])=[O:11])=[CH:32][CH:31]=1. The catalyst class is: 16.